From a dataset of Catalyst prediction with 721,799 reactions and 888 catalyst types from USPTO. Predict which catalyst facilitates the given reaction. Reactant: [CH2:1]([O:8][C:9]1[CH:10]=[CH:11][C:12]2[NH:18][C:17](=[O:19])[CH2:16][C:15](=[O:20])[N:14]([CH3:21])[C:13]=2[CH:22]=1)[C:2]1[CH:7]=[CH:6][CH:5]=[CH:4][CH:3]=1.[OH-].[Na+].[C:25]1(C)C=CC=C[CH:26]=1.C(I)C. Product: [CH2:1]([O:8][C:9]1[CH:10]=[CH:11][C:12]2[N:18]([CH2:25][CH3:26])[C:17](=[O:19])[CH2:16][C:15](=[O:20])[N:14]([CH3:21])[C:13]=2[CH:22]=1)[C:2]1[CH:3]=[CH:4][CH:5]=[CH:6][CH:7]=1. The catalyst class is: 568.